From a dataset of Forward reaction prediction with 1.9M reactions from USPTO patents (1976-2016). Predict the product of the given reaction. (1) Given the reactants [O:1]=[C:2]1[C:11]2[C:6](=[CH:7][C:8]([C:12]([O:14][CH3:15])=[O:13])=[CH:9][CH:10]=2)[N:5]=[CH:4][NH:3]1.C([O-])([O-])=O.[K+].[K+].[F:22][C:23]1[CH:30]=[CH:29][CH:28]=[CH:27][C:24]=1[CH2:25]Cl, predict the reaction product. The product is: [F:22][C:23]1[CH:30]=[CH:29][CH:28]=[CH:27][C:24]=1[CH2:25][N:3]1[C:2](=[O:1])[C:11]2[C:6](=[CH:7][C:8]([C:12]([O:14][CH3:15])=[O:13])=[CH:9][CH:10]=2)[N:5]=[CH:4]1. (2) Given the reactants [F:1][C:2]([F:31])([F:30])[C:3]1[CH:4]=[C:5]([NH:13][C:14](SC)=[C:15]([S:18]([C:21]2[CH:26]=[CH:25][C:24]([Cl:27])=[CH:23][CH:22]=2)(=[O:20])=[O:19])[C:16]#[N:17])[CH:6]=[C:7]([C:9]([F:12])([F:11])[F:10])[CH:8]=1.[CH3:32][C:33]([NH2:37])([CH3:36])[CH2:34][CH3:35], predict the reaction product. The product is: [F:31][C:2]([F:30])([F:1])[C:3]1[CH:4]=[C:5]([NH:13][C:14]([NH:37][C:33]([CH3:36])([CH3:32])[CH2:34][CH3:35])=[C:15]([S:18]([C:21]2[CH:22]=[CH:23][C:24]([Cl:27])=[CH:25][CH:26]=2)(=[O:19])=[O:20])[C:16]#[N:17])[CH:6]=[C:7]([C:9]([F:11])([F:10])[F:12])[CH:8]=1. (3) Given the reactants [F:1][C:2]1[CH:7]=[CH:6][C:5]([N+:8]([O-:10])=[O:9])=[CH:4][C:3]=1[C:11](=[O:13])[CH3:12].[BrH:14].BrBr.O, predict the reaction product. The product is: [Br:14][CH2:12][C:11]([C:3]1[CH:4]=[C:5]([N+:8]([O-:10])=[O:9])[CH:6]=[CH:7][C:2]=1[F:1])=[O:13]. (4) Given the reactants P(Cl)(Cl)(Cl)=O.[CH3:6][C:7]1([CH3:22])[CH2:15][C:14]2[NH:13][CH:12]=[C:11]([CH2:16][CH2:17][CH2:18][N:19]([CH3:21])[CH3:20])[C:10]=2[CH2:9][CH2:8]1.[OH-].[K+].CN(C)[CH:27]=[O:28], predict the reaction product. The product is: [CH3:20][N:19]([CH3:21])[CH2:18][CH2:17][CH2:16][C:11]1[C:10]2[CH2:9][CH2:8][C:7]([CH3:22])([CH3:6])[CH2:15][C:14]=2[NH:13][C:12]=1[CH:27]=[O:28]. (5) Given the reactants Cl[C:2]1[CH:11]=[CH:10][C:9]2[C:8]([C:12]([NH:14][CH2:15][C:16]34[CH2:25][CH:20]5[CH2:21][CH:22]([CH2:24][CH:18]([CH2:19]5)[CH2:17]3)[CH2:23]4)=[O:13])=[C:7]([Cl:26])[CH:6]=[CH:5][C:4]=2[N:3]=1.Cl.[CH3:28][C:29]1([C:35]([O:37]CC)=[O:36])[CH2:34][CH2:33][NH:32][CH2:31][CH2:30]1.C(N1CCC(C)(C(OCC)=O)CC1)(OC(C)(C)C)=O.Cl.C(Cl)Cl, predict the reaction product. The product is: [Cl:26][C:7]1[C:8]([C:12]([NH:14][CH2:15][C:16]23[CH2:25][CH:20]4[CH2:21][CH:22]([CH2:24][CH:18]([CH2:19]4)[CH2:17]2)[CH2:23]3)=[O:13])=[C:9]2[C:4](=[CH:5][CH:6]=1)[N:3]=[C:2]([N:32]1[CH2:33][CH2:34][C:29]([CH3:28])([C:35]([OH:37])=[O:36])[CH2:30][CH2:31]1)[CH:11]=[CH:10]2.